From a dataset of Peptide-MHC class II binding affinity with 134,281 pairs from IEDB. Regression. Given a peptide amino acid sequence and an MHC pseudo amino acid sequence, predict their binding affinity value. This is MHC class II binding data. (1) The peptide sequence is TSLLISWGHYPLHLR. The MHC is HLA-DPA10201-DPB11401 with pseudo-sequence HLA-DPA10201-DPB11401. The binding affinity (normalized) is 0.392. (2) The peptide sequence is CQFLKVEKSQLLNEF. The MHC is DRB1_0404 with pseudo-sequence DRB1_0404. The binding affinity (normalized) is 0.395.